Dataset: Full USPTO retrosynthesis dataset with 1.9M reactions from patents (1976-2016). Task: Predict the reactants needed to synthesize the given product. (1) The reactants are: [CH2:1]([N:8]([CH2:33][C:34]1[CH:39]=[CH:38][CH:37]=[CH:36][CH:35]=1)[C:9]1[C:14]([NH:15][C:16](=O)[CH2:17][O:18][CH2:19][CH3:20])=[C:13]([NH:22][NH:23][C:24]([O:26][C:27]([CH3:30])([CH3:29])[CH3:28])=[O:25])[C:12]([CH3:31])=[C:11]([CH3:32])[N:10]=1)[C:2]1[CH:7]=[CH:6][CH:5]=[CH:4][CH:3]=1.Cl.N1C=CC=CC=1. Given the product [CH2:1]([N:8]([CH2:33][C:34]1[CH:35]=[CH:36][CH:37]=[CH:38][CH:39]=1)[C:9]1[C:14]2[N:15]=[C:16]([CH2:17][O:18][CH2:19][CH3:20])[N:22]([NH:23][C:24](=[O:25])[O:26][C:27]([CH3:28])([CH3:29])[CH3:30])[C:13]=2[C:12]([CH3:31])=[C:11]([CH3:32])[N:10]=1)[C:2]1[CH:3]=[CH:4][CH:5]=[CH:6][CH:7]=1, predict the reactants needed to synthesize it. (2) Given the product [Br:3][C:4]1[CH:5]=[CH:6][C:7]([C:10]2([C:18]([NH2:19])=[O:21])[CH2:13][C:12]([O:14][CH3:15])([O:16][CH3:17])[CH2:11]2)=[CH:8][CH:9]=1, predict the reactants needed to synthesize it. The reactants are: OO.[Br:3][C:4]1[CH:9]=[CH:8][C:7]([C:10]2([C:18]#[N:19])[CH2:13][C:12]([O:16][CH3:17])([O:14][CH3:15])[CH2:11]2)=[CH:6][CH:5]=1.C(=O)([O-])[O-:21].[K+].[K+].O. (3) Given the product [Cl:23][C:20]1[CH:19]=[CH:18][C:17]([C:13]2[C:12]([CH2:11][O:10][C:7]3[CH:8]=[CH:9][C:4]([C:3]([NH:49][CH:50]([CH2:53][OH:54])[CH2:51][OH:52])=[O:24])=[CH:5][N:6]=3)=[CH:16][O:15][N:14]=2)=[CH:22][CH:21]=1, predict the reactants needed to synthesize it. The reactants are: CO[C:3](=[O:24])[C:4]1[CH:9]=[CH:8][C:7]([O:10][CH2:11][C:12]2[C:13]([C:17]3[CH:22]=[CH:21][C:20]([Cl:23])=[CH:19][CH:18]=3)=[N:14][O:15][CH:16]=2)=[N:6][CH:5]=1.COC(=O)C1C=CC(OCC2C(C3C=CC=CC=3)=NOC=2C)=NC=1.[NH2:49][CH:50]([CH2:53][OH:54])[CH2:51][OH:52]. (4) Given the product [F:24][C:21]1[CH:20]=[CH:19][C:18]([C:14]2[O:15][C:16]([CH3:17])=[C:12]([CH2:11][CH2:10][OH:9])[N:13]=2)=[CH:23][CH:22]=1, predict the reactants needed to synthesize it. The reactants are: C([O:9][CH2:10][CH2:11][C:12]1[N:13]=[C:14]([C:18]2[CH:23]=[CH:22][C:21]([F:24])=[CH:20][CH:19]=2)[O:15][C:16]=1[CH3:17])(=O)C1C=CC=CC=1.[OH-].[Na+]. (5) Given the product [C:30]([NH:29][CH2:28][C@@H:4]([C:3]([OH:38])=[O:2])[NH:5][C:6](=[O:27])[C:7]1[CH:12]=[CH:11][C:10]([C:13]([NH:15][CH2:16][C:17]2[CH:25]=[CH:24][CH:23]=[C:22]3[C:18]=2[CH:19]=[CH:20][NH:21]3)=[O:14])=[CH:9][C:8]=1[Cl:26])(=[O:37])[C:31]1[CH:36]=[CH:35][CH:34]=[CH:33][CH:32]=1, predict the reactants needed to synthesize it. The reactants are: C[O:2][C:3](=[O:38])[C@H:4]([CH2:28][NH:29][C:30](=[O:37])[C:31]1[CH:36]=[CH:35][CH:34]=[CH:33][CH:32]=1)[NH:5][C:6](=[O:27])[C:7]1[CH:12]=[CH:11][C:10]([C:13]([NH:15][CH2:16][C:17]2[CH:25]=[CH:24][CH:23]=[C:22]3[C:18]=2[CH:19]=[CH:20][NH:21]3)=[O:14])=[CH:9][C:8]=1[Cl:26].O.[OH-].[Li+]. (6) Given the product [CH2:1]([C:8]1[CH:9]=[N:10][C:11]2[C:16]([C:17]=1[C:18]1[CH:19]=[C:20]([NH:24][CH2:35][C:34]3[CH:37]=[CH:38][C:39]([O:40][CH2:41][CH3:42])=[C:32]([O:31][CH2:29][CH3:30])[CH:33]=3)[CH:21]=[CH:22][CH:23]=1)=[CH:15][CH:14]=[CH:13][C:12]=2[C:25]([F:28])([F:26])[F:27])[C:2]1[CH:3]=[CH:4][CH:5]=[CH:6][CH:7]=1, predict the reactants needed to synthesize it. The reactants are: [CH2:1]([C:8]1[CH:9]=[N:10][C:11]2[C:16]([C:17]=1[C:18]1[CH:19]=[C:20]([NH2:24])[CH:21]=[CH:22][CH:23]=1)=[CH:15][CH:14]=[CH:13][C:12]=2[C:25]([F:28])([F:27])[F:26])[C:2]1[CH:7]=[CH:6][CH:5]=[CH:4][CH:3]=1.[CH2:29]([O:31][C:32]1[CH:33]=[C:34]([CH:37]=[CH:38][C:39]=1[O:40][CH2:41][CH3:42])[CH:35]=O)[CH3:30].